This data is from Reaction yield outcomes from USPTO patents with 853,638 reactions. The task is: Predict the reaction yield, written as a fraction of the theoretical maximum amount of product (1.0 means a 100% yield; for example, 0.34 means a 34% yield). The reactants are [CH3:1][C:2]1([CH3:28])[CH2:7][CH2:6][C:5]([C:8]2[CH:13]=[C:12]([C:14]([OH:17])([CH3:16])[CH3:15])[CH:11]=[CH:10][C:9]=2[NH:18][C:19]([C:21]2[NH:22][CH:23]=[C:24]([C:26]#[N:27])[N:25]=2)=[O:20])=[CH:4][CH2:3]1.C(Cl)(=O)C(Cl)=O.O[CH2:36][CH2:37][N:38]1[CH2:43][CH2:42][O:41][CH2:40][CH2:39]1.CCOC(C)=O. The catalyst is C(Cl)Cl. The product is [CH3:1][C:2]1([CH3:28])[CH2:7][CH2:6][C:5]([C:8]2[CH:13]=[C:12]([C:14]([CH3:15])([O:17][CH2:36][CH2:37][N:38]3[CH2:43][CH2:42][O:41][CH2:40][CH2:39]3)[CH3:16])[CH:11]=[CH:10][C:9]=2[NH:18][C:19]([C:21]2[NH:22][CH:23]=[C:24]([C:26]#[N:27])[N:25]=2)=[O:20])=[CH:4][CH2:3]1. The yield is 0.440.